Task: Predict which catalyst facilitates the given reaction.. Dataset: Catalyst prediction with 721,799 reactions and 888 catalyst types from USPTO (1) Reactant: [O:1]=[C:2]([C:21]1([C:24]2[CH:29]=[CH:28][CH:27]=[CH:26][CH:25]=2)[CH2:23][CH2:22]1)/[CH:3]=[CH:4]/[C@@H:5]1[N:9]([CH2:10][CH2:11][CH2:12][CH2:13][CH2:14][CH2:15][C:16]([O:18][CH2:19][CH3:20])=[O:17])[CH2:8][CH2:7][CH2:6]1.C[OH:31].[BH4-].[Na+]. The catalyst class is: 6. Product: [OH:1][CH:2]([C:21]1([C:24]2[CH:29]=[CH:28][CH:27]=[CH:26][CH:25]=2)[CH2:23][CH2:22]1)/[CH:3]=[CH:4]/[C@H:5]1[CH2:6][CH2:7][C:8](=[O:31])[N:9]1[CH2:10][CH2:11][CH2:12][CH2:13][CH2:14][CH2:15][C:16]([O:18][CH2:19][CH3:20])=[O:17]. (2) Product: [CH3:3][O:4][C:5]1[CH:6]=[C:7]([CH2:13][CH2:14][N:15]2[CH2:16][CH2:17][N:18]([CH2:21][CH2:22][CH2:23][C:24]3[CH:25]=[CH:26][CH:27]=[CH:28][CH:29]=3)[CH2:19][CH2:20]2)[CH:8]=[CH:9][C:10]=1[O:11][CH3:12]. The catalyst class is: 220. Reactant: Cl.Cl.[CH3:3][O:4][C:5]1[CH:6]=[C:7]([CH2:13][CH2:14][N:15]2[CH2:20][CH2:19][N:18]([CH2:21][CH2:22][CH2:23][C:24]3[CH:29]=[CH:28][CH:27]=[CH:26][CH:25]=3)[CH2:17][CH2:16]2)[CH:8]=[CH:9][C:10]=1[O:11][CH3:12].[OH-].[Na+].C(OCC)(=O)C. (3) Reactant: [C:1]([C@H:5]([NH:9][NH:10][C:11](=[O:21])[C:12]1[CH:17]=[CH:16][CH:15]=[C:14]([O:18][CH3:19])[C:13]=1[CH3:20])[CH2:6][CH:7]=[CH2:8])([CH3:4])([CH3:3])[CH3:2].[H][H]. Product: [C:1]([C@H:5]([NH:9][NH:10][C:11](=[O:21])[C:12]1[CH:17]=[CH:16][CH:15]=[C:14]([O:18][CH3:19])[C:13]=1[CH3:20])[CH2:6][CH2:7][CH3:8])([CH3:2])([CH3:3])[CH3:4]. The catalyst class is: 19. (4) Reactant: Br[CH:2]([C:19]1[CH:24]=[CH:23][N:22]=[C:21]([Cl:25])[N:20]=1)[C:3]([C:5]1[C:6]([F:18])=[C:7]([NH:11][C:12](=[O:17])[O:13][CH2:14][CH:15]=[CH2:16])[CH:8]=[CH:9][CH:10]=1)=O.[CH3:26][C:27]([CH3:32])([CH3:31])[C:28]([NH2:30])=[O:29].O. Product: [Cl:25][C:21]1[N:20]=[C:19]([C:2]2[O:29][C:28]([C:27]([CH3:32])([CH3:31])[CH3:26])=[N:30][C:3]=2[C:5]2[C:6]([F:18])=[C:7]([NH:11][C:12](=[O:17])[O:13][CH2:14][CH:15]=[CH2:16])[CH:8]=[CH:9][CH:10]=2)[CH:24]=[CH:23][N:22]=1. The catalyst class is: 44. (5) The catalyst class is: 15. Reactant: C(O)C.C([O:8][C:9](=O)[CH2:10][CH2:11][N:12]([C:16]1[C:21]([NH2:22])=[CH:20][N:19]=[C:18]([Cl:23])[N:17]=1)[CH:13]([CH3:15])[CH3:14])(C)(C)C. Product: [Cl:23][C:18]1[N:19]=[CH:20][C:21]2[NH:22][C:9](=[O:8])[CH2:10][CH2:11][N:12]([CH:13]([CH3:15])[CH3:14])[C:16]=2[N:17]=1. (6) Reactant: [F:1][C:2]1[CH:3]=[CH:4][C:5]([O:10][CH3:11])=[C:6]([CH2:8]O)[CH:7]=1.O=S(Cl)[Cl:14]. Product: [F:1][C:2]1[CH:3]=[CH:4][C:5]([O:10][CH3:11])=[C:6]([CH:7]=1)[CH2:8][Cl:14]. The catalyst class is: 11. (7) Reactant: C(OC([N:8]1[CH2:13][CH2:12][CH:11]([O:14][C:15]2[CH:20]=[CH:19][C:18]([C:21]3[CH:26]=[CH:25][C:24](=[O:27])[NH:23][N:22]=3)=[CH:17][N:16]=2)[CH2:10][CH2:9]1)=O)(C)(C)C.Cl.O1CCOCC1. Product: [NH:8]1[CH2:9][CH2:10][CH:11]([O:14][C:15]2[N:16]=[CH:17][C:18]([C:21]3[CH:26]=[CH:25][C:24](=[O:27])[NH:23][N:22]=3)=[CH:19][CH:20]=2)[CH2:12][CH2:13]1. The catalyst class is: 12. (8) Reactant: F[C:2]1[CH:7]=[CH:6][C:5]([N+:8]([O-:10])=[O:9])=[CH:4][CH:3]=1.C(=O)([O-])[O-].[K+].[K+].[CH3:17][N:18]([CH3:26])[C:19]([C@H:21]1[CH2:25][CH2:24][CH2:23][NH:22]1)=[O:20]. Product: [CH3:17][N:18]([CH3:26])[C:19]([C@H:21]1[CH2:25][CH2:24][CH2:23][N:22]1[C:2]1[CH:7]=[CH:6][C:5]([N+:8]([O-:10])=[O:9])=[CH:4][CH:3]=1)=[O:20]. The catalyst class is: 10. (9) Reactant: [OH:1][C:2]1[CH:3]=[C:4]2[C:8](=[CH:9][C:10]=1[O:11][CH3:12])[C:7](=[O:13])[CH2:6][C:5]2([CH3:15])[CH3:14].C(N(C(C)C)CC)(C)C.[CH3:25][Si:26]([CH2:29][CH2:30][O:31][CH2:32]Cl)([CH3:28])[CH3:27]. Product: [CH3:12][O:11][C:10]1[CH:9]=[C:8]2[C:4]([C:5]([CH3:15])([CH3:14])[CH2:6][C:7]2=[O:13])=[CH:3][C:2]=1[O:1][CH2:32][O:31][CH2:30][CH2:29][Si:26]([CH3:28])([CH3:27])[CH3:25]. The catalyst class is: 2. (10) Reactant: [NH2:1][C@@H:2]1[CH2:11][C@@H:10]2[C@:5]([CH3:14])([CH2:6][CH2:7][CH2:8][C:9]2([CH3:13])[CH3:12])[C@@H:4]([C:15]([C:17]2[CH:18]=[C:19]([OH:24])[CH:20]=[C:21]([CH3:23])[CH:22]=2)=[O:16])[C@@H:3]1[CH3:25].C([O:29][C:30](=O)[NH:31][C:32]1[CH:33]=[N:34][CH:35]=[CH:36][CH:37]=1)(C)=C.CN1CCCC1. Product: [OH:24][C:19]1[CH:18]=[C:17]([C:15]([C@@H:4]2[C@:5]3([CH3:14])[C@H:10]([C:9]([CH3:12])([CH3:13])[CH2:8][CH2:7][CH2:6]3)[CH2:11][C@@H:2]([NH:1][C:30](=[O:29])[NH:31][C:32]3[CH:33]=[N:34][CH:35]=[CH:36][CH:37]=3)[C@H:3]2[CH3:25])=[O:16])[CH:22]=[C:21]([CH3:23])[CH:20]=1. The catalyst class is: 1.